This data is from Full USPTO retrosynthesis dataset with 1.9M reactions from patents (1976-2016). The task is: Predict the reactants needed to synthesize the given product. (1) Given the product [Cl:37][C:16]1[N:11]2[N:10]=[C:9]([C:19]3[CH:24]=[CH:23][CH:22]=[CH:21][C:20]=3[Cl:25])[C:8]([C:5]3[CH:6]=[CH:7][C:2]([Cl:1])=[CH:3][CH:4]=3)=[C:12]2[N:13]=[C:14]([CH3:18])[CH:15]=1, predict the reactants needed to synthesize it. The reactants are: [Cl:1][C:2]1[CH:7]=[CH:6][C:5]([C:8]2[C:9]([C:19]3[CH:24]=[CH:23][CH:22]=[CH:21][C:20]=3[Cl:25])=[N:10][N:11]3[C:16](O)=[CH:15][C:14]([CH3:18])=[N:13][C:12]=23)=[CH:4][CH:3]=1.C(N(C(C)C)CC)(C)C.O=P(Cl)(Cl)[Cl:37].C(=O)(O)[O-].[Na+]. (2) Given the product [Cl:22][C:2]1[C:3]2[CH:10]=[C:9]([C:11]3[CH:16]=[CH:15][CH:14]=[C:13]([N+:17]([O-:19])=[O:18])[CH:12]=3)[O:8][C:4]=2[N:5]=[CH:6][N:7]=1, predict the reactants needed to synthesize it. The reactants are: O[C:2]1[C:3]2[CH:10]=[C:9]([C:11]3[CH:16]=[CH:15][CH:14]=[C:13]([N+:17]([O-:19])=[O:18])[CH:12]=3)[O:8][C:4]=2[N:5]=[CH:6][N:7]=1.P(Cl)(Cl)([Cl:22])=O. (3) Given the product [Cl:1][C:2]1[CH:3]=[CH:4][C:5]([NH:8][C:9](=[NH:27])[CH:10]=[CH:11][C:12]2[CH:13]=[CH:14][C:15]([C:18]3[CH:19]=[C:20]4[C:24](=[CH:25][CH:26]=3)[N:23]([CH3:31])[CH:22]=[CH:21]4)=[CH:16][CH:17]=2)=[CH:6][CH:7]=1, predict the reactants needed to synthesize it. The reactants are: [Cl:1][C:2]1[CH:7]=[CH:6][C:5]([NH:8][C:9](=[NH:27])[CH:10]=[CH:11][C:12]2[CH:17]=[CH:16][C:15]([C:18]3[CH:19]=[C:20]4[C:24](=[CH:25][CH:26]=3)[NH:23][CH:22]=[CH:21]4)=[CH:14][CH:13]=2)=[CH:4][CH:3]=1.[H-].[Na+].I[CH3:31]. (4) Given the product [C:26]([N:19]1[C:20]2[N:21]=[CH:22][N:23]=[CH:24][C:25]=2[C:17]([C:15]([C:13]2[CH:12]=[N:11][CH:10]=[C:9]([NH:7][CH3:6])[CH:14]=2)=[O:16])=[CH:18]1)([CH3:29])([CH3:28])[CH3:27], predict the reactants needed to synthesize it. The reactants are: C(O[C:6](=O)[N:7]([C:9]1[CH:10]=[N:11][CH:12]=[C:13]([C:15]([C:17]2[C:25]3[CH:24]=[N:23][CH:22]=[N:21][C:20]=3[N:19]([C:26]([CH3:29])([CH3:28])[CH3:27])[CH:18]=2)=[O:16])[CH:14]=1)C)(C)(C)C.Cl. (5) The reactants are: [CH2:1]([O:9][C:10]1[CH:15]=[CH:14][C:13]([C:16]2[CH:21]=[CH:20][C:19]([C:22]([OH:24])=[O:23])=[CH:18][CH:17]=2)=[CH:12][CH:11]=1)[CH2:2][CH2:3][CH2:4][CH2:5][CH2:6][CH2:7][CH3:8].[F:25][C:26]1[C:31](O)=[C:30]([F:33])[C:29]([F:34])=[C:28]([F:35])[C:27]=1[F:36].C1(N=C=NC2CCCCC2)CCCCC1. Given the product [CH2:1]([O:9][C:10]1[CH:15]=[CH:14][C:13]([C:16]2[CH:21]=[CH:20][C:19]([C:22]([O:24][C:31]3[C:30]([F:33])=[C:29]([F:34])[C:28]([F:35])=[C:27]([F:36])[C:26]=3[F:25])=[O:23])=[CH:18][CH:17]=2)=[CH:12][CH:11]=1)[CH2:2][CH2:3][CH2:4][CH2:5][CH2:6][CH2:7][CH3:8], predict the reactants needed to synthesize it. (6) Given the product [CH2:6]([O:13][C@H:14]1[C@H:19]([O:20][CH2:21][C:22]2[CH:27]=[CH:26][CH:25]=[CH:24][CH:23]=2)[C@H:18]([O:28][CH2:29][C:30]2[CH:31]=[CH:32][CH:33]=[CH:34][CH:35]=2)[C@H:17]([CH3:36])[O:16][C@@H:15]1[CH2:37][P:38](=[O:39])([OH:42])[OH:45])[C:7]1[CH:8]=[CH:9][CH:10]=[CH:11][CH:12]=1, predict the reactants needed to synthesize it. The reactants are: Br[Si](C)(C)C.[CH2:6]([O:13][C@H:14]1[C@H:19]([O:20][CH2:21][C:22]2[CH:27]=[CH:26][CH:25]=[CH:24][CH:23]=2)[C@H:18]([O:28][CH2:29][C:30]2[CH:35]=[CH:34][CH:33]=[CH:32][CH:31]=2)[C@H:17]([CH3:36])[O:16][C@@H:15]1[CH2:37][P:38](=[O:45])([O:42]CC)[O:39]CC)[C:7]1[CH:12]=[CH:11][CH:10]=[CH:9][CH:8]=1. (7) Given the product [CH:17]1([C@@H:2]2[C:3]([C:11]3[CH:12]=[CH:13][CH:14]=[CH:15][CH:16]=3)([C:5]3[CH:10]=[CH:9][CH:8]=[CH:7][CH:6]=3)[O:4][B:24]([CH3:23])[NH:1]2)[CH2:22][CH2:21][CH2:20][CH2:19][CH2:18]1, predict the reactants needed to synthesize it. The reactants are: [NH2:1][C@H:2]([CH:17]1[CH2:22][CH2:21][CH2:20][CH2:19][CH2:18]1)[C:3]([C:11]1[CH:16]=[CH:15][CH:14]=[CH:13][CH:12]=1)([C:5]1[CH:10]=[CH:9][CH:8]=[CH:7][CH:6]=1)[OH:4].[CH3:23][B:24]1OB(C)OB(C)O1. (8) Given the product [F:1][C:2]1[CH:7]=[C:6]([C:27]2[C:28]([S:33]([NH:36][CH:37]([CH3:42])[C:38]([F:39])([F:40])[F:41])(=[O:34])=[O:35])=[CH:29][CH:30]=[CH:31][CH:32]=2)[CH:5]=[CH:4][C:3]=1[C:17]1[N:18]=[C:19]2[CH:25]=[CH:24][NH:23][C:20]2=[N:21][CH:22]=1, predict the reactants needed to synthesize it. The reactants are: [F:1][C:2]1[CH:7]=[C:6](B2OC(C)(C)C(C)(C)O2)[CH:5]=[CH:4][C:3]=1[C:17]1[N:18]=[C:19]2[CH:25]=[CH:24][NH:23][C:20]2=[N:21][CH:22]=1.Br[C:27]1[CH:32]=[CH:31][CH:30]=[CH:29][C:28]=1[S:33]([NH:36][CH:37]([CH3:42])[C:38]([F:41])([F:40])[F:39])(=[O:35])=[O:34].C(Cl)Cl.C([O-])(O)=O.[Na+].